This data is from Full USPTO retrosynthesis dataset with 1.9M reactions from patents (1976-2016). The task is: Predict the reactants needed to synthesize the given product. (1) Given the product [CH2:12]([N:3]([CH2:1][CH3:2])[C:4]([CH:6]1[CH2:11][CH2:10][CH2:9][N:8]([C:24]2[N:29]=[C:28]([O:30][C:31]3[CH:57]=[CH:56][CH:55]=[CH:54][C:32]=3[CH2:33][NH:34][C:35]([NH:37][C:38]3[N:42]([C:43]4[CH:48]=[CH:47][C:46]([CH3:49])=[CH:45][CH:44]=4)[N:41]=[C:40]([C:50]([CH3:52])([CH3:53])[CH3:51])[CH:39]=3)=[O:36])[CH:27]=[CH:26][N:25]=2)[CH2:7]1)=[O:5])[CH3:13], predict the reactants needed to synthesize it. The reactants are: [CH2:1]([N:3]([CH2:12][CH3:13])[C:4]([CH:6]1[CH2:11][CH2:10][CH2:9][NH:8][CH2:7]1)=[O:5])[CH3:2].C(N(CC)C(C)C)(C)C.Cl[C:24]1[N:29]=[C:28]([O:30][C:31]2[CH:57]=[CH:56][CH:55]=[CH:54][C:32]=2[CH2:33][NH:34][C:35]([NH:37][C:38]2[N:42]([C:43]3[CH:48]=[CH:47][C:46]([CH3:49])=[CH:45][CH:44]=3)[N:41]=[C:40]([C:50]([CH3:53])([CH3:52])[CH3:51])[CH:39]=2)=[O:36])[CH:27]=[CH:26][N:25]=1.C(=O)(O)[O-].[Na+]. (2) Given the product [Cl:25][C:5]1[C:4]2[C:8](=[CH:9][CH:10]=[C:2]([C:32]3[CH:33]=[CH:34][C:29]([O:28][C:27]([F:39])([F:38])[F:26])=[CH:30][CH:31]=3)[CH:3]=2)[N:7]([C:11]2[CH:16]=[CH:15][C:14]([O:17][CH:18]3[CH2:22][CH2:21][CH2:20][CH2:19]3)=[CH:13][CH:12]=2)[C:6]=1[C:23]1[NH:42][N:41]=[N:40][N:24]=1, predict the reactants needed to synthesize it. The reactants are: Br[C:2]1[CH:3]=[C:4]2[C:8](=[CH:9][CH:10]=1)[N:7]([C:11]1[CH:16]=[CH:15][C:14]([O:17][CH:18]3[CH2:22][CH2:21][CH2:20][CH2:19]3)=[CH:13][CH:12]=1)[C:6]([C:23]#[N:24])=[C:5]2[Cl:25].[F:26][C:27]([F:39])([F:38])[O:28][C:29]1[CH:34]=[CH:33][C:32](B(O)O)=[CH:31][CH:30]=1.[NH:40]1C=N[N:42]=[N:41]1. (3) The reactants are: Br[C:2]1[CH:7]=[CH:6][C:5]([C:8]2([N:12]([CH2:26][C:27]([OH:29])=[O:28])[S:13]([C:16]3[CH:21]=[CH:20][C:19]([O:22][CH:23]([F:25])[F:24])=[CH:18][CH:17]=3)(=[O:15])=[O:14])[CH2:11][CH2:10][CH2:9]2)=[CH:4][CH:3]=1.[N:30]1[CH:35]=[C:34](B(O)O)[CH:33]=[N:32][CH:31]=1.P([O-])([O-])([O-])=O.[K+].[K+].[K+].C1(P(C2CCCCC2)C2C=CC=CC=2C2C(C(C)C)=CC(C(C)C)=CC=2C(C)C)CCCCC1. Given the product [F:24][CH:23]([F:25])[O:22][C:19]1[CH:20]=[CH:21][C:16]([S:13]([N:12]([CH2:26][C:27]([OH:29])=[O:28])[C:8]2([C:5]3[CH:6]=[CH:7][C:2]([C:34]4[CH:35]=[N:30][CH:31]=[N:32][CH:33]=4)=[CH:3][CH:4]=3)[CH2:11][CH2:10][CH2:9]2)(=[O:15])=[O:14])=[CH:17][CH:18]=1, predict the reactants needed to synthesize it. (4) The reactants are: CNC.[CH3:4][N:5]1[C:9]2[CH:10]=[CH:11][C:12]([C:14](=[O:16])[CH3:15])=[CH:13][C:8]=2[N:7]=[C:6]1[CH2:17][N:18]1[CH2:23]CN(C)C[CH2:19]1.[C:25]([OH:31])([C:27]([F:30])([F:29])[F:28])=[O:26]. Given the product [CH3:23][N:18]([CH2:17][C:6]1[N:5]([CH3:4])[C:9]2[CH:10]=[CH:11][C:12]([C:14](=[O:16])[CH3:15])=[CH:13][C:8]=2[N:7]=1)[CH3:19].[C:25]([OH:31])([C:27]([F:30])([F:29])[F:28])=[O:26], predict the reactants needed to synthesize it. (5) Given the product [Br:18][C:15]1[CH:16]=[CH:17][C:12]([O:10][CH2:9][CH2:8][N:3]2[CH2:7][CH2:6][CH2:5][CH2:4]2)=[N:13][CH:14]=1, predict the reactants needed to synthesize it. The reactants are: [H-].[Na+].[N:3]1([CH2:8][CH2:9][OH:10])[CH2:7][CH2:6][CH2:5][CH2:4]1.Br[C:12]1[CH:17]=[CH:16][C:15]([Br:18])=[CH:14][N:13]=1. (6) Given the product [F:39][C:33]1[CH:34]=[C:35]([F:38])[CH:36]=[CH:37][C:32]=1[N:28]1[C:27]([C:21]2[S:20][C:19]3[C:18]4[N:40]=[C:14]([N:11]5[CH2:10][CH2:9][NH:8][CH2:13][CH2:12]5)[CH:15]=[CH:16][C:17]=4[O:26][CH2:25][CH2:24][C:23]=3[CH:22]=2)=[N:31][CH:30]=[N:29]1.[ClH:47], predict the reactants needed to synthesize it. The reactants are: C(OC([N:8]1[CH2:13][CH2:12][N:11]([C:14]2[CH:15]=[CH:16][C:17]3[O:26][CH2:25][CH2:24][C:23]4[CH:22]=[C:21]([C:27]5[N:28]([C:32]6[CH:37]=[CH:36][C:35]([F:38])=[CH:34][C:33]=6[F:39])[N:29]=[CH:30][N:31]=5)[S:20][C:19]=4[C:18]=3[N:40]=2)[CH2:10][CH2:9]1)=O)(C)(C)C.C(OC(C)=O)C.[ClH:47]. (7) Given the product [C:17]([NH:1][C:2]1[CH:3]=[C:4]([C:8]2[CH:13]=[CH:12][C:11]([C:14]([OH:16])=[O:15])=[CH:10][CH:9]=2)[CH:5]=[CH:6][CH:7]=1)(=[O:19])[CH3:18], predict the reactants needed to synthesize it. The reactants are: [NH2:1][C:2]1[CH:3]=[C:4]([C:8]2[CH:13]=[CH:12][C:11]([C:14]([OH:16])=[O:15])=[CH:10][CH:9]=2)[CH:5]=[CH:6][CH:7]=1.[C:17](OC(=O)C)(=[O:19])[CH3:18]. (8) Given the product [I:11][CH2:2][CH2:3][O:4][CH2:5][CH2:6][O:7][CH2:8][CH2:9][OH:10], predict the reactants needed to synthesize it. The reactants are: Cl[CH2:2][CH2:3][O:4][CH2:5][CH2:6][O:7][CH2:8][CH2:9][OH:10].[I-:11].[Na+].C(=O)([O-])O.[Na+].